This data is from Full USPTO retrosynthesis dataset with 1.9M reactions from patents (1976-2016). The task is: Predict the reactants needed to synthesize the given product. (1) Given the product [CH3:15][C:5]1([C:4]#[C:3][Si:2]([CH3:16])([CH3:1])[CH3:17])[CH2:14][CH2:13][C:8](=[O:9])[CH2:7][CH2:6]1, predict the reactants needed to synthesize it. The reactants are: [CH3:1][Si:2]([CH3:17])([CH3:16])[C:3]#[C:4][C:5]1([CH3:15])[CH2:14][CH2:13][C:8]2(OCC[O:9]2)[CH2:7][CH2:6]1.Cl. (2) Given the product [C:1]([O:5][C:6]([N:8]([CH2:33][CH:34]1[CH2:36][CH2:35]1)[C:9]1[N:14]=[CH:13][C:12]([O:15][C:16]2[CH:17]=[C:18]([CH:23]=[C:24]([O:26][CH:27]([CH3:28])[CH3:29])[CH:25]=2)[C:19]([OH:21])=[O:20])=[CH:11][CH:10]=1)=[O:7])([CH3:2])([CH3:4])[CH3:3], predict the reactants needed to synthesize it. The reactants are: [C:1]([O:5][C:6]([NH:8][C:9]1[N:14]=[CH:13][C:12]([O:15][C:16]2[CH:17]=[C:18]([CH:23]=[C:24]([O:26][CH:27]([CH3:29])[CH3:28])[CH:25]=2)[C:19]([O:21]C)=[O:20])=[CH:11][CH:10]=1)=[O:7])([CH3:4])([CH3:3])[CH3:2].[H-].[Na+].Br[CH2:33][CH:34]1[CH2:36][CH2:35]1.C(O)(=O)CC(CC(O)=O)(C(O)=O)O. (3) Given the product [Cl:1][C:2]1[CH:7]=[CH:6][C:5]([C:8]2[C:9]3[C:25]([CH3:26])=[C:24]([CH3:27])[S:23][C:10]=3[C:11]3[C:21]([CH3:22])=[N:20][O:19][C:12]=3[C@H:13]([CH2:15][C:16]([NH:30][CH2:29][CH3:28])=[O:17])[N:14]=2)=[CH:4][CH:3]=1, predict the reactants needed to synthesize it. The reactants are: [Cl:1][C:2]1[CH:7]=[CH:6][C:5]([C:8]2[C:9]3[C:25]([CH3:26])=[C:24]([CH3:27])[S:23][C:10]=3[C:11]3[C:21]([CH3:22])=[N:20][O:19][C:12]=3[C@H:13]([CH2:15][C:16](O)=[O:17])[N:14]=2)=[CH:4][CH:3]=1.[CH3:28][CH2:29][N:30](CC)CC.C(N)C.CN(C(ON1N=NC2C=CC=NC1=2)=[N+](C)C)C.F[P-](F)(F)(F)(F)F. (4) Given the product [C:1]([O:9][C@@H:10]1[C@@H:33]([O:34][C:35](=[O:42])[C:36]2[CH:41]=[CH:40][CH:39]=[CH:38][CH:37]=2)[C@H:32]([O:43][C:44](=[O:51])[C:45]2[CH:46]=[CH:47][CH:48]=[CH:49][CH:50]=2)[C@@H:31]([C@@H:52]([CH3:62])[O:53][C:54](=[O:61])[C:55]2[CH:60]=[CH:59][CH:58]=[CH:57][CH:56]=2)[O:30][C@H:11]1[O:12][C:13]1[CH:18]=[C:17]([CH:19]=[O:20])[CH:16]=[CH:15][C:14]=1[CH2:21][C:22]1[CH:23]=[CH:24][C:25]([O:28][CH3:29])=[CH:26][CH:27]=1)(=[O:8])[C:2]1[CH:3]=[CH:4][CH:5]=[CH:6][CH:7]=1, predict the reactants needed to synthesize it. The reactants are: [C:1]([O:9][C@@H:10]1[C@@H:33]([O:34][C:35](=[O:42])[C:36]2[CH:41]=[CH:40][CH:39]=[CH:38][CH:37]=2)[C@H:32]([O:43][C:44](=[O:51])[C:45]2[CH:50]=[CH:49][CH:48]=[CH:47][CH:46]=2)[C@@H:31]([C@@H:52]([CH3:62])[O:53][C:54](=[O:61])[C:55]2[CH:60]=[CH:59][CH:58]=[CH:57][CH:56]=2)[O:30][C@H:11]1[O:12][C:13]1[CH:18]=[C:17]([CH2:19][OH:20])[CH:16]=[CH:15][C:14]=1[CH2:21][C:22]1[CH:27]=[CH:26][C:25]([O:28][CH3:29])=[CH:24][CH:23]=1)(=[O:8])[C:2]1[CH:7]=[CH:6][CH:5]=[CH:4][CH:3]=1. (5) Given the product [CH3:4][C:3]([C:6]1[CH:7]=[C:8]([CH2:9][N:19]2[N:20]=[CH:21][N:22]=[CH:23]2)[CH:11]=[C:12]([C:14]([C:17]#[N:18])([CH3:16])[CH3:15])[CH:13]=1)([C:1]#[N:2])[CH3:5], predict the reactants needed to synthesize it. The reactants are: [C:1]([C:3]([C:6]1[CH:7]=[C:8]([CH:11]=[C:12]([C:14]([C:17]#[N:18])([CH3:16])[CH3:15])[CH:13]=1)[CH2:9]Br)([CH3:5])[CH3:4])#[N:2].[NH:19]1[CH:23]=[N:22][CH:21]=[N:20]1. (6) Given the product [Cl:1][C:2]1[CH:7]=[C:6]([Cl:8])[CH:5]=[CH:4][C:3]=1[CH2:9][N:10]1[C:11]([OH:31])=[C:12]([C:27]([NH:36][C:35]2[CH:37]=[CH:38][CH:39]=[CH:40][C:34]=2[CH2:32][CH3:33])=[O:28])[C:13]([OH:26])=[C:14]([C:17]([NH:19][CH2:20][C:21]([OH:23])=[O:22])=[O:18])[C:15]1=[O:16], predict the reactants needed to synthesize it. The reactants are: [Cl:1][C:2]1[CH:7]=[C:6]([Cl:8])[CH:5]=[CH:4][C:3]=1[CH2:9][N:10]1[C:15](=[O:16])[C:14]([C:17]([NH:19][CH2:20][C:21]([O:23]CC)=[O:22])=[O:18])=[C:13]([OH:26])[C:12]([C:27](OC)=[O:28])=[C:11]1[OH:31].[CH2:32]([C:34]1[CH:40]=[CH:39][CH:38]=[CH:37][C:35]=1[NH2:36])[CH3:33]. (7) Given the product [CH3:15][N:16]([CH:18]=[C:7]1[C:2](=[O:1])[CH2:3][CH2:4][N:5]([C:8]([O:10][C:11]([CH3:14])([CH3:13])[CH3:12])=[O:9])[CH2:6]1)[CH3:17], predict the reactants needed to synthesize it. The reactants are: [O:1]=[C:2]1[CH2:7][CH2:6][N:5]([C:8]([O:10][C:11]([CH3:14])([CH3:13])[CH3:12])=[O:9])[CH2:4][CH2:3]1.[CH3:15][N:16]([CH:18](OC)OC)[CH3:17]. (8) Given the product [NH2:2][C:3]1[N:8]=[CH:7][C:6]([C:9]2[N:10]=[C:11]([N:25]3[CH2:30][CH2:29][O:28][CH2:27][CH2:26]3)[C:12]3[S:17][C:16]([C:18]4([OH:24])[CH2:23][CH2:22][N:21]([C:36](=[O:37])[CH2:35][S:32]([CH3:31])(=[O:34])=[O:33])[CH2:20][CH2:19]4)=[CH:15][C:13]=3[N:14]=2)=[CH:5][N:4]=1, predict the reactants needed to synthesize it. The reactants are: Cl.[NH2:2][C:3]1[N:8]=[CH:7][C:6]([C:9]2[N:10]=[C:11]([N:25]3[CH2:30][CH2:29][O:28][CH2:27][CH2:26]3)[C:12]3[S:17][C:16]([C:18]4([OH:24])[CH2:23][CH2:22][NH:21][CH2:20][CH2:19]4)=[CH:15][C:13]=3[N:14]=2)=[CH:5][N:4]=1.[CH3:31][S:32]([CH2:35][C:36](O)=[O:37])(=[O:34])=[O:33]. (9) Given the product [Br:16][C:13]1[CH:12]=[CH:11][C:10]([C:9]2[O:8][N:7]=[C:6]([CH3:17])[C:5]=2[CH2:4][NH2:1])=[CH:15][CH:14]=1, predict the reactants needed to synthesize it. The reactants are: [N:1]([CH2:4][C:5]1[C:6]([CH3:17])=[N:7][O:8][C:9]=1[C:10]1[CH:15]=[CH:14][C:13]([Br:16])=[CH:12][CH:11]=1)=[N+]=[N-].C1(P(C2C=CC=CC=2)C2C=CC=CC=2)C=CC=CC=1.